From a dataset of Forward reaction prediction with 1.9M reactions from USPTO patents (1976-2016). Predict the product of the given reaction. The product is: [CH3:21][O:20][C:18]([C:17]1[CH:22]=[CH:23][C:14]([CH:11]2[CH2:12][CH2:13][CH:8]([CH2:7][C:6]([OH:24])=[O:5])[CH2:9][CH2:10]2)=[CH:15][CH:16]=1)=[O:19]. Given the reactants C([O:5][C:6](=[O:24])[CH:7]=[C:8]1[CH2:13][CH2:12][CH:11]([C:14]2[CH:23]=[CH:22][C:17]([C:18]([O:20][CH3:21])=[O:19])=[CH:16][CH:15]=2)[CH2:10][CH2:9]1)(C)(C)C.CO, predict the reaction product.